This data is from Full USPTO retrosynthesis dataset with 1.9M reactions from patents (1976-2016). The task is: Predict the reactants needed to synthesize the given product. Given the product [C:16]1([CH2:15][CH2:14][CH2:13][CH2:12][CH2:11][CH2:10][C:9]([C:22]2[O:23][C:24]([C:27]3[CH:28]=[C:29]([CH:32]=[CH:33][CH:34]=3)[C:30]#[N:31])=[CH:25][N:26]=2)=[O:8])[CH:21]=[CH:20][CH:19]=[CH:18][CH:17]=1, predict the reactants needed to synthesize it. The reactants are: [Si]([O:8][CH:9]([C:22]1[O:23][C:24]([C:27]2[CH:28]=[C:29]([CH:32]=[CH:33][CH:34]=2)[C:30]#[N:31])=[CH:25][N:26]=1)[CH2:10][CH2:11][CH2:12][CH2:13][CH2:14][CH2:15][C:16]1[CH:21]=[CH:20][CH:19]=[CH:18][CH:17]=1)(C(C)(C)C)(C)C.[Si](OC(C1OC([Sn](CCCC)(CCCC)CCCC)=CN=1)CCCCCCC1C=CC=CC=1)(C(C)(C)C)(C)C.BrC1C=C(C=CC=1)C#N.